This data is from Reaction yield outcomes from USPTO patents with 853,638 reactions. The task is: Predict the reaction yield, written as a fraction of the theoretical maximum amount of product (1.0 means a 100% yield; for example, 0.34 means a 34% yield). (1) The reactants are [NH2:1][C:2]1[C:3]2[N:10]=[C:9]([C:11]3[N:15]([CH2:16][CH:17]4[CH2:22][CH2:21][C:20](=[O:23])[CH2:19][CH2:18]4)[CH:14]=[N:13][C:12]=3[C:24]3[CH:29]=[CH:28][CH:27]=[CH:26][CH:25]=3)[S:8][C:4]=2[N:5]=[CH:6][N:7]=1.C(O[BH-](OC(=O)C)OC(=O)C)(=O)C.[Na+].CN1CCNCC1. The catalyst is CC#N. The product is [NH2:1][C:2]1[C:3]2[N:10]=[C:9]([C:11]3[N:15]([CH2:16][CH:17]4[CH2:18][CH2:19][CH:20]([OH:23])[CH2:21][CH2:22]4)[CH:14]=[N:13][C:12]=3[C:24]3[CH:25]=[CH:26][CH:27]=[CH:28][CH:29]=3)[S:8][C:4]=2[N:5]=[CH:6][N:7]=1. The yield is 0.160. (2) The reactants are [C:1]12([CH2:11][CH2:12][N:13]([CH2:26][CH2:27][NH:28][CH3:29])[C:14]([NH:16][CH2:17][CH2:18][CH2:19][C:20]3[CH:25]=[CH:24][N:23]=[CH:22][CH:21]=3)=[O:15])[CH2:10][CH:5]3[CH2:6][CH:7]([CH2:9][CH:3]([CH2:4]3)[CH2:2]1)[CH2:8]2.C(=O)([O-])[O-].[K+].[K+].[I-].[Na+].[CH3:38][O:39][CH2:40][CH2:41]Cl. The catalyst is O.C(OCC)C.CN(C)C=O. The product is [C:1]12([CH2:11][CH2:12][N:13]([CH2:26][CH2:27][N:28]([CH2:41][CH2:40][O:39][CH3:38])[CH3:29])[C:14]([NH:16][CH2:17][CH2:18][CH2:19][C:20]3[CH:25]=[CH:24][N:23]=[CH:22][CH:21]=3)=[O:15])[CH2:8][CH:7]3[CH2:6][CH:5]([CH2:4][CH:3]([CH2:9]3)[CH2:2]1)[CH2:10]2. The yield is 0.321.